From a dataset of Full USPTO retrosynthesis dataset with 1.9M reactions from patents (1976-2016). Predict the reactants needed to synthesize the given product. (1) Given the product [CH:1]([N-:4][CH:5]([CH3:7])[CH3:6])([CH3:3])[CH3:2].[Li+:13].[N+:27]([CH2:30][CH2:31][C:15]1([C:22]([O:24][CH2:25][CH3:26])=[O:23])[CH2:16][CH:17]2[CH2:20][CH2:21][N:14]1[CH2:19][CH2:18]2)([O-:29])=[O:28], predict the reactants needed to synthesize it. The reactants are: [CH:1]([NH:4][CH:5]([CH3:7])[CH3:6])([CH3:3])[CH3:2].[Li].C([Li:13])CCC.[N:14]12[CH2:21][CH2:20][CH:17]([CH2:18][CH2:19]1)[CH2:16][CH:15]2[C:22]([O:24][CH2:25][CH3:26])=[O:23].[N+:27]([CH:30]=[CH2:31])([O-:29])=[O:28]. (2) The reactants are: IC.[C:3](=O)([O-])[O-].[Cs+].[Cs+].[Cl:9][C:10]1[CH:19]=[C:18]([NH:20][S:21]([CH3:24])(=[O:23])=[O:22])[CH:17]=[CH:16][C:11]=1[C:12]([O:14][CH3:15])=[O:13]. Given the product [Cl:9][C:10]1[CH:19]=[C:18]([N:20]([CH3:3])[S:21]([CH3:24])(=[O:23])=[O:22])[CH:17]=[CH:16][C:11]=1[C:12]([O:14][CH3:15])=[O:13], predict the reactants needed to synthesize it. (3) Given the product [Cl:1][C:2]1[CH:7]=[CH:6][C:5]([O:8][C:9]([N:11]2[CH2:16][CH2:15][CH:14]([C:17]#[C:18][CH2:19][N:29]([CH2:28][CH:27]=[CH2:26])[CH3:32])[CH2:13][CH2:12]2)=[O:10])=[CH:4][CH:3]=1, predict the reactants needed to synthesize it. The reactants are: [Cl:1][C:2]1[CH:7]=[CH:6][C:5]([O:8][C:9]([N:11]2[CH2:16][CH2:15][CH:14]([C:17]#[C:18][CH2:19]OS(C)(=O)=O)[CH2:13][CH2:12]2)=[O:10])=[CH:4][CH:3]=1.C[CH:26]=[CH:27][CH2:28][NH2:29].[OH-].[Na+].[CH3:32]O.